This data is from Forward reaction prediction with 1.9M reactions from USPTO patents (1976-2016). The task is: Predict the product of the given reaction. (1) Given the reactants [CH2:1]([O:4][C:5]1[CH:12]=[CH:11][C:8]([CH:9]=O)=[CH:7][CH:6]=1)[CH2:2][CH3:3].CO[CH2:15][C:16]([C:18]1[CH:23]=[C:22]([O:24][CH3:25])[CH:21]=[CH:20][CH:19]=1)=[O:17].[OH-:26].[Na+].[CH3:28]O, predict the reaction product. The product is: [CH2:1]([O:4][C:5]1[CH:12]=[CH:11][C:8](/[CH:9]=[CH:15]/[C:16]([C:18]2[CH:23]=[C:22]([O:24][CH3:25])[CH:21]=[CH:20][C:19]=2[O:26][CH3:28])=[O:17])=[CH:7][CH:6]=1)[CH2:2][CH3:3]. (2) Given the reactants [N+:1]([C:4]1[CH:5]=[C:6]2[C:10](=[CH:11][CH:12]=1)[NH:9][C:8]([C:13]([O:15][CH2:16][CH3:17])=[O:14])=[C:7]2[C:18]1[CH:23]=[CH:22][CH:21]=[CH:20][CH:19]=1)([O-:3])=[O:2].Br[CH2:25][C:26]1[CH:31]=[CH:30][C:29]([C:32]2[CH:37]=[CH:36][CH:35]=[CH:34][CH:33]=2)=[CH:28][CH:27]=1, predict the reaction product. The product is: [C:29]1([C:32]2[CH:33]=[CH:34][CH:35]=[CH:36][CH:37]=2)[CH:28]=[CH:27][C:26]([CH2:25][N:9]2[C:10]3[C:6](=[CH:5][C:4]([N+:1]([O-:3])=[O:2])=[CH:12][CH:11]=3)[C:7]([C:18]3[CH:23]=[CH:22][CH:21]=[CH:20][CH:19]=3)=[C:8]2[C:13]([O:15][CH2:16][CH3:17])=[O:14])=[CH:31][CH:30]=1. (3) Given the reactants [Br:1][C:2]1[N:19]([CH2:20][O:21][CH2:22][CH2:23][Si:24]([CH3:27])([CH3:26])[CH3:25])[C:5]2[CH:6]=[N:7][N:8]([CH2:11][O:12][CH2:13][CH2:14][Si:15]([CH3:18])([CH3:17])[CH3:16])[C:9](=[O:10])[C:4]=2[C:3]=1[CH2:28]Br.BrC1N(COCC[Si](C)(C)C)C2C=NNC(=[O:39])C=2C=1CBr, predict the reaction product. The product is: [Br:1][C:2]1[N:19]([CH2:20][O:21][CH2:22][CH2:23][Si:24]([CH3:27])([CH3:25])[CH3:26])[C:5]2[CH:6]=[N:7][N:8]([CH2:11][O:12][CH2:13][CH2:14][Si:15]([CH3:18])([CH3:16])[CH3:17])[C:9](=[O:10])[C:4]=2[C:3]=1[CH:28]=[O:39]. (4) Given the reactants [Cl:1][C:2]1[C:3]([O:12][C:13]2[CH:18]=[C:17]([O:19][CH:20]([CH3:22])[CH3:21])[CH:16]=[CH:15][C:14]=2[CH2:23][CH2:24][CH2:25][CH:26]=[O:27])=[N:4][CH:5]=[C:6]([C:8]([F:11])([F:10])[F:9])[CH:7]=1.O1CCCC1CCO.[BH4-].[Na+], predict the reaction product. The product is: [Cl:1][C:2]1[C:3]([O:12][C:13]2[CH:18]=[C:17]([O:19][CH:20]([CH3:21])[CH3:22])[CH:16]=[CH:15][C:14]=2[CH2:23][CH2:24][CH2:25][CH2:26][OH:27])=[N:4][CH:5]=[C:6]([C:8]([F:11])([F:10])[F:9])[CH:7]=1. (5) The product is: [O:61]1[CH:65]=[CH:64][C:66]([N:67]2[CH:68]3[CH2:74][CH2:73][C:72]2([CH3:1])[CH2:71][CH:70]([CH:75]2[C:88]4[CH:87]=[CH:86][C:85]([C:89]5[CH:94]=[CH:93][CH:92]=[CH:91][C:90]=5[NH:95][C:96](=[O:98])[CH3:97])=[CH:84][C:83]=4[O:82][C:81]4[C:76]2=[CH:77][CH:78]=[CH:79][CH:80]=4)[CH2:69]3)=[CH:62]1. Given the reactants [CH:1]12NC(CC1)CC(C1C3C=CC(C4C=CC=CC=4NC(=O)C)=CC=3OC3C1=CC=CC=3)C2.N1C=CC=C(C2C=CC3C(C4CC5NC(CC5)C4)C4C(OC=3C=2)=CC=CC=4)C=1.[O:61]1[CH:65]=[CH:64]C=[C:62]1[CH2:66][N:67]1[CH:72]2[CH2:73][CH2:74][CH:68]1[CH2:69][CH:70]([CH:75]1[C:88]3[CH:87]=[CH:86][C:85]([C:89]4[CH:94]=[CH:93][CH:92]=[CH:91][C:90]=4[NH:95][C:96](=[O:98])[CH3:97])=[CH:84][C:83]=3[O:82][C:81]3[C:76]1=[CH:77][CH:78]=[CH:79][CH:80]=3)[CH2:71]2, predict the reaction product. (6) Given the reactants [CH:1]1([CH2:4][O:5][C:6]2[C:13]([O:14][CH3:15])=[CH:12][C:9]([CH:10]=[O:11])=[CH:8][C:7]=2[F:16])[CH2:3][CH2:2]1.P([O-])(O)(O)=[O:18].[Na+].CC(=CC)C.Cl([O-])=O.[Na+].Cl, predict the reaction product. The product is: [CH:1]1([CH2:4][O:5][C:6]2[C:13]([O:14][CH3:15])=[CH:12][C:9]([C:10]([OH:18])=[O:11])=[CH:8][C:7]=2[F:16])[CH2:3][CH2:2]1. (7) Given the reactants C(O)(C(F)(F)F)=O.COC1C=CC(C[N:15]2[C:19]3=[N:20][CH:21]=[CH:22][C:23]([N:24]4[CH2:29][CH2:28][N:27]([C:30]([O:32][C:33]([CH3:36])([CH3:35])[CH3:34])=[O:31])[CH2:26][CH2:25]4)=[C:18]3[CH:17]=[N:16]2)=CC=1.[Li+].[OH-].CC(OC(OC(OC(C)(C)C)=O)=O)(C)C, predict the reaction product. The product is: [NH:15]1[C:19]2=[N:20][CH:21]=[CH:22][C:23]([N:24]3[CH2:29][CH2:28][N:27]([C:30]([O:32][C:33]([CH3:36])([CH3:35])[CH3:34])=[O:31])[CH2:26][CH2:25]3)=[C:18]2[CH:17]=[N:16]1.